From a dataset of Peptide-MHC class I binding affinity with 185,985 pairs from IEDB/IMGT. Regression. Given a peptide amino acid sequence and an MHC pseudo amino acid sequence, predict their binding affinity value. This is MHC class I binding data. (1) The peptide sequence is VPVSLVNSI. The MHC is HLA-B35:01 with pseudo-sequence HLA-B35:01. The binding affinity (normalized) is 0.343. (2) The peptide sequence is FTMGVLCLA. The MHC is HLA-A02:01 with pseudo-sequence HLA-A02:01. The binding affinity (normalized) is 0.767. (3) The peptide sequence is GQTVEMSPF. The binding affinity (normalized) is 0.213. The MHC is HLA-B08:01 with pseudo-sequence HLA-B08:01. (4) The peptide sequence is TLFIGSHVV. The MHC is HLA-A01:01 with pseudo-sequence HLA-A01:01. The binding affinity (normalized) is 0. (5) The peptide sequence is FARERRLAL. The MHC is HLA-A66:01 with pseudo-sequence HLA-A66:01. The binding affinity (normalized) is 0.213.